This data is from Full USPTO retrosynthesis dataset with 1.9M reactions from patents (1976-2016). The task is: Predict the reactants needed to synthesize the given product. (1) Given the product [Si:3]([O:10][CH2:11][C:12]1[CH:13]=[C:14]([C:18]2[N:23]=[C:22]([C:24]([OH:26])=[O:25])[C:21]([CH3:28])=[CH:20][CH:19]=2)[CH:15]=[CH:16][CH:17]=1)([C:6]([CH3:9])([CH3:8])[CH3:7])([CH3:4])[CH3:5], predict the reactants needed to synthesize it. The reactants are: [Li+].[OH-].[Si:3]([O:10][CH2:11][C:12]1[CH:13]=[C:14]([C:18]2[N:23]=[C:22]([C:24]([O:26]C)=[O:25])[C:21]([CH3:28])=[CH:20][CH:19]=2)[CH:15]=[CH:16][CH:17]=1)([C:6]([CH3:9])([CH3:8])[CH3:7])([CH3:5])[CH3:4]. (2) Given the product [NH2:1][C:4]1[CH:13]=[CH:12][CH:11]=[C:10]2[C:5]=1[CH:6]=[CH:7][O:8][C:9]2=[O:14], predict the reactants needed to synthesize it. The reactants are: [N+:1]([C:4]1[CH:13]=[CH:12][CH:11]=[C:10]2[C:5]=1[CH:6]=[CH:7][O:8][C:9]2=[O:14])([O-])=O.O1CCCC1. (3) Given the product [NH2:13][C:14]1[N:15]=[CH:16][C:17]([C:18]([N:4]=[S@:2]([CH2:5][CH2:6][CH2:7][CH2:8][C:9]([O:11][CH3:12])=[O:10])([CH3:1])=[O:3])=[O:19])=[CH:21][C:22]=1[C:23]#[C:24][C:25]1[CH:30]=[CH:29][CH:28]=[C:27]([NH:31][C:32]([C:34]2[O:35][CH:36]=[CH:37][C:38]=2[CH3:39])=[O:33])[CH:26]=1, predict the reactants needed to synthesize it. The reactants are: [CH3:1][S@@:2]([CH2:5][CH2:6][CH2:7][CH2:8][C:9]([O:11][CH3:12])=[O:10])(=[NH:4])=[O:3].[NH2:13][C:14]1[C:22]([C:23]#[C:24][C:25]2[CH:30]=[CH:29][CH:28]=[C:27]([NH:31][C:32]([C:34]3[O:35][CH:36]=[CH:37][C:38]=3[CH3:39])=[O:33])[CH:26]=2)=[CH:21][C:17]([C:18](O)=[O:19])=[CH:16][N:15]=1. (4) Given the product [Cl:11][C:10]1[CH:9]=[C:8]2[C:4]([C:5]([S:12]([OH:15])(=[O:14])=[O:13])=[CH:6][NH:7]2)=[CH:3][C:2]=1[C:24]1[CH:25]=[CH:26][C:27]([C:30]2[CH:35]=[CH:34][CH:33]=[CH:32][C:31]=2[OH:36])=[CH:28][CH:29]=1, predict the reactants needed to synthesize it. The reactants are: Br[C:2]1[CH:3]=[C:4]2[C:8](=[CH:9][C:10]=1[Cl:11])[NH:7][CH:6]=[C:5]2[S:12]([OH:15])(=[O:14])=[O:13].CC1(C)C(C)(C)OB([C:24]2[CH:29]=[CH:28][C:27]([C:30]3[C:31]([OH:36])=[CH:32][CH:33]=[CH:34][CH:35]=3)=[CH:26][CH:25]=2)O1.C(=O)([O-])[O-].[K+].[K+].